Predict hERG channel inhibition at various concentrations. From a dataset of hERG Central: cardiac toxicity at 1µM, 10µM, and general inhibition. (1) The drug is O=C(NCc1n[nH]c(=O)c2ccccc12)C1CC(=O)N(c2ccc(Cl)cc2)C1. Results: hERG_inhib (hERG inhibition (general)): blocker. (2) The molecule is Cc1ccc(/C(=C\CN2CCCC2)c2ccccn2)cc1.Cl. Results: hERG_inhib (hERG inhibition (general)): blocker. (3) The compound is Cc1cc(Cl)ccc1OCC(O)CN1C(C)CCCC1C.Cl. Results: hERG_inhib (hERG inhibition (general)): blocker. (4) The molecule is CCOC(=O)N1CCN(c2c(N3CC=C(c4ccccc4)CC3)c(=O)c2=O)CC1. Results: hERG_inhib (hERG inhibition (general)): blocker.